Dataset: Acute oral toxicity (LD50) regression data from Zhu et al.. Task: Regression/Classification. Given a drug SMILES string, predict its toxicity properties. Task type varies by dataset: regression for continuous values (e.g., LD50, hERG inhibition percentage) or binary classification for toxic/non-toxic outcomes (e.g., AMES mutagenicity, cardiotoxicity, hepatotoxicity). Dataset: ld50_zhu. The molecule is CCOP(=S)(OCC)Oc1nc(Cl)c(Cl)cc1Cl. The rat oral LD50 is 3.63, given as -log10 of the dose in mol/kg body weight (higher means more acutely toxic).